This data is from Forward reaction prediction with 1.9M reactions from USPTO patents (1976-2016). The task is: Predict the product of the given reaction. (1) Given the reactants CC1C=CC(S(O[C@@H:12]2[C@H:16]([O:17][S:18]([C:21]3[CH:26]=[CH:25][C:24]([CH3:27])=[CH:23][CH:22]=3)(=[O:20])=[O:19])OC(C)(C)[O:13]2)(=O)=O)=CC=1, predict the reaction product. The product is: [CH3:27][C:24]1[CH:23]=[CH:22][C:21]([S:18]([O:17][CH2:16][C@@H:12]([OH:13])[C@H:12]([OH:13])[CH2:16][O:17][S:18]([C:21]2[CH:22]=[CH:23][C:24]([CH3:27])=[CH:25][CH:26]=2)(=[O:19])=[O:20])(=[O:19])=[O:20])=[CH:26][CH:25]=1. (2) Given the reactants C(=O)([O-])[O-].[Cs+].[Cs+].[Cl:7][C:8]1[CH:13]=[CH:12][CH:11]=[CH:10][C:9]=1[N:14]1[C:19](=[O:20])[CH2:18][N:17]([CH2:21][C@H:22]([NH:30]S(C2C=CC=CC=2[N+]([O-])=O)(=O)=O)[C@@H:23]2[CH2:27][C@@H:26]([CH3:28])[C:25](=[O:29])[O:24]2)[C:16]([CH3:44])([CH3:43])[CH2:15]1.C1(S)C=CC=CC=1.C(=O)(O)[O-].[Na+].[C:57](OC(OC(C)(C)C)=O)([O:59][C:60]([CH3:63])([CH3:62])[CH3:61])=[O:58].N[C@H]([C@@H]1C[C@@H](C)C(=O)O1)CN1C(C)(C)CN(C2C=CC=CC=2Cl)C(=O)C1, predict the reaction product. The product is: [C:60]([O:59][C:57](=[O:58])[NH:30][C@H:22]([C@@H:23]1[CH2:27][C@@H:26]([CH3:28])[C:25](=[O:29])[O:24]1)[CH2:21][N:17]1[CH2:18][C:19](=[O:20])[N:14]([C:9]2[CH:10]=[CH:11][CH:12]=[CH:13][C:8]=2[Cl:7])[CH2:15][C:16]1([CH3:43])[CH3:44])([CH3:63])([CH3:62])[CH3:61].